Dataset: Catalyst prediction with 721,799 reactions and 888 catalyst types from USPTO. Task: Predict which catalyst facilitates the given reaction. Reactant: Br[C:2]1[CH:11]=[CH:10][C:9]2[C:4](=[CH:5][CH:6]=[CH:7][CH:8]=2)[CH:3]=1.[Li]CCCC.[CH:17]1[C:30]2[C:29](=O)[C:28]3[C:23](=[CH:24][CH:25]=[CH:26][CH:27]=3)[CH2:22][C:21]=2[CH:20]=[CH:19][CH:18]=1.Cl. Product: [CH:3]1[C:4]2[C:9](=[CH:8][CH:7]=[CH:6][CH:5]=2)[CH:10]=[CH:11][C:2]=1[C:22]1[C:23]2[C:28]([CH:29]=[C:30]3[C:21]=1[CH:20]=[CH:19][CH:18]=[CH:17]3)=[CH:27][CH:26]=[CH:25][CH:24]=2. The catalyst class is: 1.